This data is from HIV replication inhibition screening data with 41,000+ compounds from the AIDS Antiviral Screen. The task is: Binary Classification. Given a drug SMILES string, predict its activity (active/inactive) in a high-throughput screening assay against a specified biological target. (1) The molecule is CCOC(=O)C(=Cc1ccccc1[N+](=O)[O-])C(=O)OCC. The result is 0 (inactive). (2) The compound is O=C1CC(=O)N(CCc2ccncc2)C(=O)N1CCc1ccncc1. The result is 0 (inactive). (3) The molecule is OCCN(CCO)c1ccc2c(C(F)(F)F)cc(C(F)(F)F)nc2n1. The result is 0 (inactive).